From a dataset of Catalyst prediction with 721,799 reactions and 888 catalyst types from USPTO. Predict which catalyst facilitates the given reaction. (1) Reactant: Br[CH2:2][C:3]1[CH:4]=[C:5]([CH:10]=[CH:11][CH:12]=1)[C:6]([O:8][CH3:9])=[O:7].[N-:13]=[N+:14]=[N-:15].[Na+]. Product: [N:13]([CH2:2][C:3]1[CH:4]=[C:5]([CH:10]=[CH:11][CH:12]=1)[C:6]([O:8][CH3:9])=[O:7])=[N+:14]=[N-:15]. The catalyst class is: 31. (2) Product: [F:23][C:8]1[C:7]([O:6][CH3:28])=[CH:14][C:13]([O:34][CH3:33])=[CH:12][C:9]=1[CH:10]=[O:11]. The catalyst class is: 6. Reactant: C([Si](C)(C)[O:6][C:7]1[C:8]([F:23])=[C:9]([CH:12]=[C:13](O[Si](C(C)(C)C)(C)C)[CH:14]=1)[CH:10]=[O:11])(C)(C)C.[F-].[K+].[CH3:28]I.CN([CH:33]=[O:34])C.